The task is: Predict the reaction yield, written as a fraction of the theoretical maximum amount of product (1.0 means a 100% yield; for example, 0.34 means a 34% yield).. This data is from Reaction yield outcomes from USPTO patents with 853,638 reactions. (1) The reactants are [CH3:1][C:2]1([CH3:19])[CH2:11][C:6]2([O:10][CH2:9][CH2:8][O:7]2)[CH:5]=[C:4]([C:12]([O:14][CH2:15][CH2:16][CH2:17][CH3:18])=[O:13])[O:3]1.OCC1(OC[C@@H](O)[C@@H](O)[C@H]1O)O.[H][H]. The catalyst is C(OCC)(=O)C.[Pd]. The product is [CH3:1][C:2]1([CH3:19])[CH2:11][C:6]2([O:10][CH2:9][CH2:8][O:7]2)[CH2:5][CH:4]([C:12]([O:14][CH2:15][CH2:16][CH2:17][CH3:18])=[O:13])[O:3]1. The yield is 0.990. (2) The reactants are [C:1]1([C:7]2[CH:8]=[N:9][C:10](=O)[NH:11][N:12]=2)[CH:6]=[CH:5][CH:4]=[CH:3][CH:2]=1.CN(C=O)C.P(Cl)(Cl)([Cl:21])=O. The catalyst is C(Cl)(Cl)Cl. The product is [Cl:21][C:10]1[N:11]=[N:12][C:7]([C:1]2[CH:6]=[CH:5][CH:4]=[CH:3][CH:2]=2)=[CH:8][N:9]=1. The yield is 0.811.